Dataset: Peptide-MHC class I binding affinity with 185,985 pairs from IEDB/IMGT. Task: Regression. Given a peptide amino acid sequence and an MHC pseudo amino acid sequence, predict their binding affinity value. This is MHC class I binding data. The peptide sequence is LPWFLDTTI. The MHC is HLA-A02:12 with pseudo-sequence HLA-A02:12. The binding affinity (normalized) is 0.0847.